From a dataset of Forward reaction prediction with 1.9M reactions from USPTO patents (1976-2016). Predict the product of the given reaction. (1) Given the reactants Cl[C:2]1[N:3]=[C:4]([NH:21][C:22]2[CH:30]=[CH:29][CH:28]=[C:27]([F:31])[C:23]=2[C:24]([NH2:26])=[O:25])[C:5]2[CH:10]=[CH:9][N:8](S(C3C=CC(C)=CC=3)(=O)=O)[C:6]=2[N:7]=1.[C:32]([N:35]1[C:44]2[C:39](=[CH:40][C:41]([O:46][CH3:47])=[C:42]([NH2:45])[CH:43]=2)[CH2:38][CH2:37][CH2:36]1)(=[O:34])[CH3:33].Cl.C(=O)(O)[O-].[Na+].[OH-].[K+], predict the reaction product. The product is: [C:32]([N:35]1[C:44]2[C:39](=[CH:40][C:41]([O:46][CH3:47])=[C:42]([NH:45][C:2]3[NH:7][C:6]4=[N:8][CH:9]=[CH:10][C:5]4=[C:4]([NH:21][C:22]4[CH:30]=[CH:29][CH:28]=[C:27]([F:31])[C:23]=4[C:24]([NH2:26])=[O:25])[N:3]=3)[CH:43]=2)[CH2:38][CH2:37][CH2:36]1)(=[O:34])[CH3:33]. (2) Given the reactants [C:1]([O:5][C:6]([N:8]([CH2:35][C@@H:36]([C:38]1[CH:43]=[CH:42][CH:41]=[C:40]([Cl:44])[CH:39]=1)[OH:37])[CH2:9][CH2:10][NH:11][C:12]1[CH:17]=[CH:16][C:15]([C:18]2[CH:23]=[CH:22][C:21]([C:24]([O:26]C)=[O:25])=[C:20]([O:28][CH:29]3[CH2:34][CH2:33][CH2:32][CH2:31][CH2:30]3)[CH:19]=2)=[CH:14][CH:13]=1)=[O:7])([CH3:4])([CH3:3])[CH3:2].[OH-].[Na+], predict the reaction product. The product is: [C:1]([O:5][C:6]([N:8]([CH2:35][C@@H:36]([C:38]1[CH:43]=[CH:42][CH:41]=[C:40]([Cl:44])[CH:39]=1)[OH:37])[CH2:9][CH2:10][NH:11][C:12]1[CH:13]=[CH:14][C:15]([C:18]2[CH:23]=[CH:22][C:21]([C:24]([OH:26])=[O:25])=[C:20]([O:28][CH:29]3[CH2:34][CH2:33][CH2:32][CH2:31][CH2:30]3)[CH:19]=2)=[CH:16][CH:17]=1)=[O:7])([CH3:4])([CH3:2])[CH3:3]. (3) Given the reactants [Br:1][C:2]1[CH:7]=[CH:6][C:5]([C:8]([OH:23])([CH3:22])[C:9](=[O:21])[N:10]2[CH2:16][C:15]3([CH3:18])[CH2:17][CH:11]2[CH2:12][C:13]([CH3:20])([CH3:19])[CH2:14]3)=[C:4]([F:24])[CH:3]=1.[CH3:25]N(C)C=O.[H-].[Na+].CI, predict the reaction product. The product is: [Br:1][C:2]1[CH:7]=[CH:6][C:5]([C:8]([O:23][CH3:25])([CH3:22])[C:9]([N:10]2[CH2:16][C:15]3([CH3:18])[CH2:17][CH:11]2[CH2:12][C:13]([CH3:19])([CH3:20])[CH2:14]3)=[O:21])=[C:4]([F:24])[CH:3]=1. (4) Given the reactants Cl[C:2]1[CH:7]=[N:6][CH:5]=[C:4]([Cl:8])[N:3]=1.CS(C)=O.[CH3:13][NH:14][CH2:15][CH:16]1[CH2:21][CH2:20][O:19][CH2:18][CH2:17]1, predict the reaction product. The product is: [Cl:8][C:4]1[N:3]=[C:2]([N:14]([CH3:13])[CH2:15][CH:16]2[CH2:21][CH2:20][O:19][CH2:18][CH2:17]2)[CH:7]=[N:6][CH:5]=1.